Dataset: Tox21: 12 toxicity assays (nuclear receptors and stress response pathways). Task: Binary classification across 12 toxicity assays. (1) The compound is CCCCCCCCCCCCCCCC(=O)OC/C=C(C)/C=C/C=C(C)/C=C/C1=C(C)CCCC1(C)C. It tested positive (active) for: SR-ARE (Antioxidant Response Element (oxidative stress)). (2) It tested positive (active) for: SR-MMP (Mitochondrial Membrane Potential disruption). The molecule is CC(C)(C)N(NC(=O)c1ccc(Cl)cc1)C(=O)c1ccccc1. (3) The molecule is COc1cccc(N)c1. It tested positive (active) for: SR-ARE (Antioxidant Response Element (oxidative stress)). (4) The molecule is CO[C@H](C(=O)[C@@H](O)[C@@H](C)O)C1Cc2cc3cc(O[C@H]4C[C@@H](O[C@H]5C[C@@H](O)[C@H](O)[C@@H](C)O5)[C@@H](O)[C@@H](C)O4)c(C)c(O)c3c(O)c2C(=O)[C@H]1O[C@H]1C[C@@H](O[C@H]2C[C@@H](O[C@H]3C[C@](C)(O)[C@H](O)[C@@H](C)O3)[C@H](O)[C@@H](C)O2)[C@H](O)[C@@H](C)O1. It tested positive (active) for: NR-Aromatase (Aromatase enzyme inhibition), SR-MMP (Mitochondrial Membrane Potential disruption), and SR-p53 (p53 tumor suppressor activation). (5) The drug is CCc1oc2ccccc2c1C(=O)c1cc(I)c(O)c(I)c1. It tested positive (active) for: NR-PPAR-gamma (PPAR-gamma nuclear receptor agonist), SR-HSE (Heat Shock Element response), SR-MMP (Mitochondrial Membrane Potential disruption), and SR-p53 (p53 tumor suppressor activation). (6) It tested positive (active) for: NR-AR (Androgen Receptor agonist activity), NR-AR-LBD (Androgen Receptor Ligand Binding Domain agonist), NR-ER (Estrogen Receptor agonist activity), NR-ER-LBD (Estrogen Receptor Ligand Binding Domain agonist), and SR-MMP (Mitochondrial Membrane Potential disruption). The drug is C#C[C@]1(O)CC[C@H]2[C@@H]3CCC4=C/C(=N/O)CC[C@@H]4[C@H]3CC[C@@]21CC. (7) The molecule is CN(C)S(=O)(=O)N(SC(F)(Cl)Cl)c1ccccc1. It tested positive (active) for: NR-Aromatase (Aromatase enzyme inhibition), SR-HSE (Heat Shock Element response), and SR-MMP (Mitochondrial Membrane Potential disruption).